Dataset: Full USPTO retrosynthesis dataset with 1.9M reactions from patents (1976-2016). Task: Predict the reactants needed to synthesize the given product. (1) Given the product [Cl:12][C:3]1[S:4][C:5]2[N:6]=[CH:7][NH:8][C:9](=[O:11])[C:10]=2[C:2]=1[CH3:1], predict the reactants needed to synthesize it. The reactants are: [CH3:1][C:2]1[C:10]2[C:9]([OH:11])=[N:8][CH:7]=[N:6][C:5]=2[S:4][CH:3]=1.[Cl:12]N1C(=O)CCC1=O. (2) Given the product [CH3:25][C:26]1[CH:31]=[C:30]([CH3:32])[N:29]=[C:28]([N:33]2[CH2:34][CH2:35][N:36]([CH2:12][CH2:13][CH2:14][C:15]3[C:23]4[C:18](=[CH:19][CH:20]=[C:21]([F:24])[CH:22]=4)[NH:17][CH:16]=3)[CH2:37][CH2:38]2)[N:27]=1, predict the reactants needed to synthesize it. The reactants are: CC1C=CC(S(O[CH2:12][CH2:13][CH2:14][C:15]2[C:23]3[C:18](=[CH:19][CH:20]=[C:21]([F:24])[CH:22]=3)[NH:17][CH:16]=2)(=O)=O)=CC=1.[CH3:25][C:26]1[CH:31]=[C:30]([CH3:32])[N:29]=[C:28]([N:33]2[CH2:38][CH2:37][NH:36][CH2:35][CH2:34]2)[N:27]=1.C(=O)([O-])[O-].[K+].[K+].[I-].[K+]. (3) Given the product [CH3:12][O:11][CH2:10][C:9]([NH:8][C:4]1[CH:3]=[C:2]([O:1][C:26]2[CH:27]=[CH:28][C:29]([N+:36]([O-:38])=[O:37])=[C:30]3[C:35]=2[N:34]=[CH:33][CH:32]=[CH:31]3)[CH:7]=[CH:6][N:5]=1)=[O:13], predict the reactants needed to synthesize it. The reactants are: [OH:1][C:2]1[CH:7]=[CH:6][N:5]=[C:4]([NH:8][C:9](=[O:13])[CH2:10][O:11][CH3:12])[CH:3]=1.C1CCN2C(=NCCC2)CC1.F[C:26]1[CH:27]=[CH:28][C:29]([N+:36]([O-:38])=[O:37])=[C:30]2[C:35]=1[N:34]=[CH:33][CH:32]=[CH:31]2.O. (4) Given the product [O:1]1[C:7]2[CH:8]=[CH:9][CH:10]=[CH:11][C:6]=2[N:5]([C:12]([O:14][C:15]([CH3:18])([CH3:17])[CH3:16])=[O:13])[CH2:4][CH2:3][CH2:2]1, predict the reactants needed to synthesize it. The reactants are: [O:1]1[C:7]2[CH:8]=[CH:9][CH:10]=[CH:11][C:6]=2[NH:5][CH2:4][CH2:3][CH2:2]1.[C:12](O[C:12]([O:14][C:15]([CH3:18])([CH3:17])[CH3:16])=[O:13])([O:14][C:15]([CH3:18])([CH3:17])[CH3:16])=[O:13]. (5) Given the product [CH:17]1([NH:23][C:24]2[CH:33]=[C:32]3[C:27]([C:28](=[O:44])[C:29]([O:39][CH2:40]/[C:41](/[CH3:42])=[CH:7]/[C:6]([O:5][CH2:3][CH3:4])=[O:16])=[CH:30][N:31]3[CH:34]3[CH2:38][CH2:37][CH2:36][CH2:35]3)=[CH:26][C:25]=2[F:45])[CH2:18][CH2:19][CH2:20][CH2:21][CH2:22]1, predict the reactants needed to synthesize it. The reactants are: [H-].[Na+].[CH2:3]([O:5][C:6](=[O:16])[CH2:7]P(OCC)(OCC)=O)[CH3:4].[CH:17]1([NH:23][C:24]2[CH:33]=[C:32]3[C:27]([C:28](=[O:44])[C:29]([O:39][CH2:40][C:41](=O)[CH3:42])=[CH:30][N:31]3[CH:34]3[CH2:38][CH2:37][CH2:36][CH2:35]3)=[CH:26][C:25]=2[F:45])[CH2:22][CH2:21][CH2:20][CH2:19][CH2:18]1.[Cl-].[NH4+].